This data is from NCI-60 drug combinations with 297,098 pairs across 59 cell lines. The task is: Regression. Given two drug SMILES strings and cell line genomic features, predict the synergy score measuring deviation from expected non-interaction effect. (1) Drug 1: C(CN)CNCCSP(=O)(O)O. Drug 2: CC1C(C(CC(O1)OC2CC(CC3=C2C(=C4C(=C3O)C(=O)C5=C(C4=O)C(=CC=C5)OC)O)(C(=O)CO)O)N)O.Cl. Cell line: ACHN. Synergy scores: CSS=47.9, Synergy_ZIP=2.03, Synergy_Bliss=2.83, Synergy_Loewe=-36.3, Synergy_HSA=3.83. (2) Drug 1: CC1=C2C(C(=O)C3(C(CC4C(C3C(C(C2(C)C)(CC1OC(=O)C(C(C5=CC=CC=C5)NC(=O)OC(C)(C)C)O)O)OC(=O)C6=CC=CC=C6)(CO4)OC(=O)C)OC)C)OC. Drug 2: CC1C(C(CC(O1)OC2CC(CC3=C2C(=C4C(=C3O)C(=O)C5=C(C4=O)C(=CC=C5)OC)O)(C(=O)CO)O)N)O.Cl. Cell line: SK-MEL-2. Synergy scores: CSS=72.7, Synergy_ZIP=-0.469, Synergy_Bliss=-1.31, Synergy_Loewe=-3.21, Synergy_HSA=-0.290. (3) Drug 1: CN1C2=C(C=C(C=C2)N(CCCl)CCCl)N=C1CCCC(=O)O.Cl. Drug 2: B(C(CC(C)C)NC(=O)C(CC1=CC=CC=C1)NC(=O)C2=NC=CN=C2)(O)O. Cell line: CCRF-CEM. Synergy scores: CSS=66.5, Synergy_ZIP=2.14, Synergy_Bliss=2.41, Synergy_Loewe=-0.712, Synergy_HSA=3.33. (4) Drug 1: CCCCCOC(=O)NC1=NC(=O)N(C=C1F)C2C(C(C(O2)C)O)O. Drug 2: CC1=C(N=C(N=C1N)C(CC(=O)N)NCC(C(=O)N)N)C(=O)NC(C(C2=CN=CN2)OC3C(C(C(C(O3)CO)O)O)OC4C(C(C(C(O4)CO)O)OC(=O)N)O)C(=O)NC(C)C(C(C)C(=O)NC(C(C)O)C(=O)NCCC5=NC(=CS5)C6=NC(=CS6)C(=O)NCCC[S+](C)C)O. Cell line: KM12. Synergy scores: CSS=24.1, Synergy_ZIP=0.857, Synergy_Bliss=-1.46, Synergy_Loewe=-29.2, Synergy_HSA=-0.686. (5) Drug 1: CC12CCC(CC1=CCC3C2CCC4(C3CC=C4C5=CN=CC=C5)C)O. Drug 2: C1CCC(C1)C(CC#N)N2C=C(C=N2)C3=C4C=CNC4=NC=N3. Cell line: SNB-19. Synergy scores: CSS=0.825, Synergy_ZIP=1.37, Synergy_Bliss=0.945, Synergy_Loewe=-2.91, Synergy_HSA=-2.05. (6) Drug 1: CC1=C2C(C(=O)C3(C(CC4C(C3C(C(C2(C)C)(CC1OC(=O)C(C(C5=CC=CC=C5)NC(=O)OC(C)(C)C)O)O)OC(=O)C6=CC=CC=C6)(CO4)OC(=O)C)OC)C)OC. Drug 2: C1=CC(=CC=C1CCC2=CNC3=C2C(=O)NC(=N3)N)C(=O)NC(CCC(=O)O)C(=O)O. Cell line: RPMI-8226. Synergy scores: CSS=83.4, Synergy_ZIP=2.81, Synergy_Bliss=2.45, Synergy_Loewe=3.53, Synergy_HSA=6.18.